This data is from CYP1A2 inhibition data for predicting drug metabolism from PubChem BioAssay. The task is: Regression/Classification. Given a drug SMILES string, predict its absorption, distribution, metabolism, or excretion properties. Task type varies by dataset: regression for continuous measurements (e.g., permeability, clearance, half-life) or binary classification for categorical outcomes (e.g., BBB penetration, CYP inhibition). Dataset: cyp1a2_veith. (1) The molecule is Cc1cc(C(=O)OC2CCOC2=O)c2ccccc2n1. The result is 1 (inhibitor). (2) The compound is CC(C)N(Cc1ccccc1)S(=O)(=O)c1n[nH]c(C(C)(C)C)n1. The result is 0 (non-inhibitor). (3) The compound is COc1ccc(NC(=O)N2CC[C@@]3(CCCN(C(=O)c4ccco4)C3)C2)cc1. The result is 0 (non-inhibitor). (4) The drug is CCCOc1ccc2[nH]cc(C3=CCNCC3)c2n1. The result is 1 (inhibitor). (5) The drug is CN1CCN([C@@H](c2ccccc2)c2ccc(Cl)cc2)CC1. The result is 0 (non-inhibitor).